Predict which catalyst facilitates the given reaction. From a dataset of Catalyst prediction with 721,799 reactions and 888 catalyst types from USPTO. (1) Reactant: [C:1](C1NC=CN=1)(C1NC=CN=1)=[S:2].[O:13]([C:20]1[CH:26]=[CH:25][CH:24]=[CH:23][C:21]=1[NH2:22])[C:14]1[CH:19]=[CH:18][CH:17]=[CH:16][CH:15]=1. Product: [O:13]([C:20]1[CH:26]=[CH:25][CH:24]=[CH:23][C:21]=1[N:22]=[C:1]=[S:2])[C:14]1[CH:15]=[CH:16][CH:17]=[CH:18][CH:19]=1. The catalyst class is: 1. (2) Reactant: [I:1][C:2]1[CH:19]=[C:18]([O:20][CH3:21])[C:5]2[NH:6][C:7]([C:9]3[CH:14]=[CH:13][C:12]([CH:15]([CH3:17])[CH3:16])=[CH:11][CH:10]=3)=[N:8][C:4]=2[CH:3]=1.[Br:22]Br.CCOC(C)=O. Product: [Br:22][C:3]1[C:4]2[N:8]=[C:7]([C:9]3[CH:10]=[CH:11][C:12]([CH:15]([CH3:17])[CH3:16])=[CH:13][CH:14]=3)[NH:6][C:5]=2[C:18]([O:20][CH3:21])=[CH:19][C:2]=1[I:1]. The catalyst class is: 15.